Dataset: Full USPTO retrosynthesis dataset with 1.9M reactions from patents (1976-2016). Task: Predict the reactants needed to synthesize the given product. (1) Given the product [CH2:19]([O:18][C:16](=[O:17])[NH:7][S:4]([CH:1]1[CH2:3][CH2:2]1)(=[O:6])=[O:5])[C:20]1[CH:25]=[CH:24][CH:23]=[CH:22][CH:21]=1, predict the reactants needed to synthesize it. The reactants are: [CH:1]1([S:4]([NH2:7])(=[O:6])=[O:5])[CH2:3][CH2:2]1.C(N(CC)CC)C.Cl[C:16]([O:18][CH2:19][C:20]1[CH:25]=[CH:24][CH:23]=[CH:22][CH:21]=1)=[O:17]. (2) Given the product [Br:1][C:2]1[C:3]2[O:11][C:13]([N:24]3[CH2:29][CH2:28][S:27][CH2:26][CH2:25]3)=[N:12][C:7](=[O:9])[C:4]=2[S:5][CH:6]=1, predict the reactants needed to synthesize it. The reactants are: [Br:1][C:2]1[C:3]([OH:11])=[C:4]([C:7]([O:9]C)=O)[S:5][CH:6]=1.[N:12]#[C:13]Br.C(N(CC)C(C)C)(C)C.[NH:24]1[CH2:29][CH2:28][S:27][CH2:26][CH2:25]1. (3) Given the product [CH2:1]([N:3]([CH2:4][CH3:5])[C:6]1[N:11]=[CH:10][C:9]([NH:24][C:21]2[CH:20]=[N:19][C:18]([N:15]([CH2:16][CH3:17])[CH2:13][CH3:14])=[N:23][CH:22]=2)=[CH:8][N:7]=1)[CH3:2], predict the reactants needed to synthesize it. The reactants are: [CH2:1]([N:3]([C:6]1[N:11]=[CH:10][C:9](Br)=[CH:8][N:7]=1)[CH2:4][CH3:5])[CH3:2].[CH2:13]([N:15]([C:18]1[N:23]=[CH:22][C:21]([NH2:24])=[CH:20][N:19]=1)[CH2:16][CH3:17])[CH3:14]. (4) Given the product [F:10][C:11]1[CH:24]=[CH:23][C:14]([CH2:15][C:16]2[N:17]3[N:22]=[CH:3][C:2]([C:5]4[S:6][CH:7]=[CH:8][CH:9]=4)=[N:21][C:18]3=[N:19][N:20]=2)=[CH:13][CH:12]=1.[F:10][C:11]1[CH:24]=[CH:23][C:14]([CH2:15][C:16]2[N:17]3[N:22]=[C:2]([C:5]4[S:6][CH:7]=[CH:8][CH:9]=4)[CH:3]=[N:21][C:18]3=[N:19][N:20]=2)=[CH:13][CH:12]=1, predict the reactants needed to synthesize it. The reactants are: O=[C:2]([C:5]1[S:6][CH:7]=[CH:8][CH:9]=1)[CH:3]=O.[F:10][C:11]1[CH:24]=[CH:23][C:14]([CH2:15][C:16]2[N:17]([NH2:22])[C:18]([NH2:21])=[N:19][N:20]=2)=[CH:13][CH:12]=1. (5) Given the product [CH3:34][O:33][C:29]1[CH:28]=[C:27]([CH:32]=[CH:31][CH:30]=1)[CH2:26][N:3]1[C:4]2[C:9](=[CH:8][CH:7]=[CH:6][CH:5]=2)[C@H:10]([N:12]([C:13]2[CH:18]=[CH:17][CH:16]=[CH:15][CH:14]=2)[C:19](=[O:22])[CH3:37])[CH2:11][C@@H:2]1[CH3:1], predict the reactants needed to synthesize it. The reactants are: [CH3:1][C@H:2]1[CH2:11][C@@H:10]([NH:12][C:13]2[CH:18]=[CH:17][CH:16]=[CH:15][CH:14]=2)[C:9]2[C:4](=[CH:5][CH:6]=[CH:7][CH:8]=2)[NH:3]1.[C:19](=[O:22])([O-])[O-].[K+].[K+].Br[CH2:26][C:27]1[CH:32]=[CH:31][CH:30]=[C:29]([O:33][CH3:34])[CH:28]=1.[I-].[K+].[CH3:37]N(C)C=O. (6) Given the product [CH2:8]([NH:1][C:2]1[CH:3]=[N:4][CH:5]=[CH:6][CH:7]=1)[CH2:9][CH2:10][CH3:11], predict the reactants needed to synthesize it. The reactants are: [NH2:1][C:2]1[CH:3]=[N:4][CH:5]=[CH:6][CH:7]=1.[CH:8](=O)[CH2:9][CH2:10][CH3:11].C(O)(=O)C.C([BH3-])#N.[Na+]. (7) Given the product [CH3:23][O:24][CH2:25][C:26]#[C:27][C:28]1[S:32][C:31]([C:33]2[CH:34]=[CH:35][CH:36]=[CH:37][CH:38]=2)=[N:30][C:29]=1[C:39]([NH:18][C:17]1[CH:19]=[CH:20][CH:21]=[CH:22][C:16]=1[C:14]1[S:13][C:10]2[C:9]([N:15]=1)=[CH:8][C:7]([CH2:6][N:1]1[CH2:2][CH2:3][CH2:4][CH2:5]1)=[CH:12][N:11]=2)=[O:40], predict the reactants needed to synthesize it. The reactants are: [N:1]1([CH2:6][C:7]2[CH:8]=[C:9]3[N:15]=[C:14]([C:16]4[CH:22]=[CH:21][CH:20]=[CH:19][C:17]=4[NH2:18])[S:13][C:10]3=[N:11][CH:12]=2)[CH2:5][CH2:4][CH2:3][CH2:2]1.[CH3:23][O:24][CH2:25][C:26]#[C:27][C:28]1[S:32][C:31]([C:33]2[CH:38]=[CH:37][CH:36]=[CH:35][CH:34]=2)=[N:30][C:29]=1[C:39](O)=[O:40]. (8) Given the product [CH3:1][O:2][C:7]1[N:9]=[C:10]([Cl:11])[N:12]=[C:13]([Cl:14])[N:6]=1, predict the reactants needed to synthesize it. The reactants are: [C:1](=O)(O)[O-:2].[Na+].[N:6]1[C:13]([Cl:14])=[N:12][C:10]([Cl:11])=[N:9][C:7]=1Cl.CO.